From a dataset of Forward reaction prediction with 1.9M reactions from USPTO patents (1976-2016). Predict the product of the given reaction. Given the reactants [CH2:1]([S:6][C:7]1[N:12]=[C:11]([C:13]2[S:14][C:15]3[CH:23]=[CH:22][CH:21]=[CH:20][C:16]=3[C:17](=[O:19])[N:18]=2)[CH:10]=[CH:9][CH:8]=1)[CH2:2][CH2:3][CH2:4][CH3:5].ClC1C=CC=C(C(OO)=[O:32])C=1, predict the reaction product. The product is: [CH2:1]([S:6]([C:7]1[N:12]=[C:11]([C:13]2[S:14][C:15]3[CH:23]=[CH:22][CH:21]=[CH:20][C:16]=3[C:17](=[O:19])[N:18]=2)[CH:10]=[CH:9][CH:8]=1)=[O:32])[CH2:2][CH2:3][CH2:4][CH3:5].